Dataset: Full USPTO retrosynthesis dataset with 1.9M reactions from patents (1976-2016). Task: Predict the reactants needed to synthesize the given product. (1) Given the product [Cl:1][C:2]1[CH:10]=[CH:9][C:8]([C:11]2[CH:12]=[CH:13][C:14]([C:46]#[C:47][CH:72]3[O:73][CH2:68][CH2:69][N:70]([C:74]([O:76][C:77]([CH3:80])([CH3:79])[CH3:78])=[O:75])[CH2:71]3)=[N:15][C:16]=2[C@@H:17]([NH:27][C:28](=[O:45])[CH2:29][N:30]2[C:34]3[C:35]([F:39])([F:40])[C@@H:36]4[CH2:38][C@@H:37]4[C:33]=3[C:32]([C:41]([F:44])([F:43])[F:42])=[N:31]2)[CH2:18][C:19]2[CH:20]=[C:21]([F:26])[CH:22]=[C:23]([F:25])[CH:24]=2)=[C:7]2[C:3]=1[C:4]([NH:61][S:62]([CH3:65])(=[O:63])=[O:64])=[N:5][N:6]2[CH3:60], predict the reactants needed to synthesize it. The reactants are: [Cl:1][C:2]1[CH:10]=[CH:9][C:8]([C:11]2[CH:12]=[CH:13][C:14]([C:46]#[C:47]C3CCCN3C(OC(C)(C)C)=O)=[N:15][C:16]=2[C@@H:17]([NH:27][C:28](=[O:45])[CH2:29][N:30]2[C:34]3[C:35]([F:40])([F:39])[C@@H:36]4[CH2:38][C@@H:37]4[C:33]=3[C:32]([C:41]([F:44])([F:43])[F:42])=[N:31]2)[CH2:18][C:19]2[CH:24]=[C:23]([F:25])[CH:22]=[C:21]([F:26])[CH:20]=2)=[C:7]2[C:3]=1[C:4]([NH:61][S:62]([CH3:65])(=[O:64])=[O:63])=[N:5][N:6]2[CH3:60].C([CH:68]1[O:73][CH2:72][CH2:71][N:70]([C:74]([O:76][C:77]([CH3:80])([CH3:79])[CH3:78])=[O:75])[CH2:69]1)#C. (2) Given the product [CH2:1]([CH:3]([CH2:14][CH2:15][CH2:16][CH3:17])[CH2:4][O:5][C:6]1[CH:7]=[CH:8][C:9]([C:12]#[C:13][C:19]2[CH:20]=[C:21]([CH:24]=[C:25]([C:13]#[C:12][C:9]3[CH:10]=[CH:11][C:6]([O:5][CH2:4][CH:3]([CH2:1][CH3:2])[CH2:14][CH2:15][CH2:16][CH3:17])=[CH:7][CH:8]=3)[CH:26]=2)[CH:22]=[O:23])=[CH:10][CH:11]=1)[CH3:2], predict the reactants needed to synthesize it. The reactants are: [CH2:1]([CH:3]([CH2:14][CH2:15][CH2:16][CH3:17])[CH2:4][O:5][C:6]1[CH:11]=[CH:10][C:9]([C:12]#[CH:13])=[CH:8][CH:7]=1)[CH3:2].Br[C:19]1[CH:20]=[C:21]([CH:24]=[C:25](Br)[CH:26]=1)[CH:22]=[O:23]. (3) The reactants are: [CH2:1]([NH:8][CH2:9][CH:10]([C:22]1[CH:27]=[CH:26][C:25]([Cl:28])=[C:24]([Cl:29])[CH:23]=1)[CH:11]([OH:21])[CH2:12][O:13][Si:14]([C:17]([CH3:20])([CH3:19])[CH3:18])([CH3:16])[CH3:15])[C:2]1[CH:7]=[CH:6][CH:5]=[CH:4][CH:3]=1.C(N(CC)CC)C.[Cl:37][CH2:38][C:39](Cl)=[O:40].O. Given the product [CH2:1]([N:8]([CH2:9][CH:10]([C:22]1[CH:27]=[CH:26][C:25]([Cl:28])=[C:24]([Cl:29])[CH:23]=1)[CH:11]([OH:21])[CH2:12][O:13][Si:14]([C:17]([CH3:19])([CH3:20])[CH3:18])([CH3:16])[CH3:15])[C:39](=[O:40])[CH2:38][Cl:37])[C:2]1[CH:3]=[CH:4][CH:5]=[CH:6][CH:7]=1, predict the reactants needed to synthesize it. (4) Given the product [CH3:19][CH:2]([CH3:1])[C:3]([O:5][CH2:6][CH2:7][O:8][C:9](=[O:11])[NH:22][CH2:20][CH2:21][C:2]([CH3:19])([CH3:1])[CH2:3][OH:4])=[O:4], predict the reactants needed to synthesize it. The reactants are: [CH3:1][CH:2]([CH3:19])[C:3]([O:5][CH2:6][CH2:7][O:8][C:9]([O:11]N1C(=O)CCC1=O)=O)=[O:4].[C:20](#[N:22])[CH3:21]. (5) Given the product [Cl:13][C:14]1[N:19]=[C:18]([C:2]#[C:1][C:3]2[CH:8]=[CH:7][CH:6]=[CH:5][C:4]=2[CH2:9][C:10]([NH2:12])=[O:11])[C:17]([CH3:21])=[CH:16][N:15]=1, predict the reactants needed to synthesize it. The reactants are: [C:1]([C:3]1[CH:8]=[CH:7][CH:6]=[CH:5][C:4]=1[CH2:9][C:10]([NH2:12])=[O:11])#[CH:2].[Cl:13][C:14]1[N:19]=[C:18](Cl)[C:17]([CH3:21])=[CH:16][N:15]=1.CCN(CC)CC. (6) Given the product [CH:34]([OH:52])=[O:33].[C:41]([C:39]1[CH:40]=[C:36]([NH:35][C:34]([NH:29][C@@H:22]2[C:23]3[C:28](=[CH:27][CH:26]=[CH:25][CH:24]=3)[C@H:19]([O:18][C:15]3[CH:16]=[CH:17][C:12]4[N:13]([C:9]([CH2:8][N:5]5[CH2:4][CH2:3][N:2]([CH3:1])[CH2:7][CH2:6]5)=[N:10][N:11]=4)[CH:14]=3)[CH2:20][CH2:21]2)=[O:33])[N:37]([C:45]2[CH:50]=[CH:49][C:48]([CH3:51])=[CH:47][CH:46]=2)[N:38]=1)([CH3:44])([CH3:42])[CH3:43], predict the reactants needed to synthesize it. The reactants are: [CH3:1][N:2]1[CH2:7][CH2:6][N:5]([CH2:8][C:9]2[N:13]3[CH:14]=[C:15]([O:18][C@H:19]4[C:28]5[C:23](=[CH:24][CH:25]=[CH:26][CH:27]=5)[C@@H:22]([NH2:29])[CH2:21][CH2:20]4)[CH:16]=[CH:17][C:12]3=[N:11][N:10]=2)[CH2:4][CH2:3]1.ClC(Cl)(Cl)C[O:33][C:34](=[O:52])[NH:35][C:36]1[N:37]([C:45]2[CH:50]=[CH:49][C:48]([CH3:51])=[CH:47][CH:46]=2)[N:38]=[C:39]([C:41]([CH3:44])([CH3:43])[CH3:42])[CH:40]=1.C(N(C(C)C)CC)(C)C.C(O)=O. (7) Given the product [CH2:13]([O:12][C:11]1[C:10]([CH3:22])=[CH:9][C:5]([C:6]([NH:36][NH:35][C:33]([C:31]2[S:32][C:28]([CH:24]3[O:25][CH2:26][CH2:27][O:23]3)=[C:29]([CH3:37])[CH:30]=2)=[O:34])=[O:8])=[CH:4][C:3]=1[CH2:1][CH3:2])[C:14]1[CH:15]=[CH:49][CH:48]=[CH:47][CH:51]=1, predict the reactants needed to synthesize it. The reactants are: [CH2:1]([C:3]1[CH:4]=[C:5]([CH:9]=[C:10]([CH3:22])[C:11]=1[O:12][CH2:13][C@@H:14](O)[CH2:15]NC(=O)CO)[C:6]([OH:8])=O)[CH3:2].[O:23]1[CH2:27][CH2:26][O:25][CH:24]1[C:28]1[S:32][C:31]([C:33]([NH:35][NH2:36])=[O:34])=[CH:30][C:29]=1[CH3:37].CCN(C(C)C)C(C)C.[CH2:47]1[CH2:51]N([P+](ON2N=NC3C=CC=CC2=3)(N2[CH2:49][CH2:48][CH2:47][CH2:51]2)N2[CH2:49][CH2:48][CH2:47][CH2:51]2)[CH2:49][CH2:48]1.F[P-](F)(F)(F)(F)F. (8) Given the product [I:24][C:8]1[S:9][C:10]2=[N:11][CH:12]=[N:13][C:14](=[O:16])[CH:15]2[C:7]=1[C:1]1[CH:2]=[CH:3][CH:4]=[CH:5][CH:6]=1, predict the reactants needed to synthesize it. The reactants are: [C:1]1([C:7]2[CH:15]3[C:10](=[N:11][CH:12]=[N:13][C:14]3=[O:16])[S:9][CH:8]=2)[CH:6]=[CH:5][CH:4]=[CH:3][CH:2]=1.C1C(=O)N([I:24])C(=O)C1. (9) Given the product [CH:22]1([N:25]2[C:46](=[O:45])[C:47]([C:48]([O:50][CH2:51][CH3:52])=[O:49])=[CH:53][N:28]([C:29]3[CH:34]=[C:33]([S:35][CH2:36][C:37]([F:38])([F:40])[F:39])[C:32]([CH3:41])=[CH:31][C:30]=3[F:42])[C:26]2=[O:27])[CH2:24][CH2:23]1, predict the reactants needed to synthesize it. The reactants are: FC1C=C(C)C(SCC(F)(F)F)=CC=1N.C1(N=C=O)CC1.[CH:22]1([NH:25][C:26]([NH:28][C:29]2[CH:34]=[C:33]([S:35][CH2:36][C:37]([F:40])([F:39])[F:38])[C:32]([CH3:41])=[CH:31][C:30]=2[F:42])=[O:27])[CH2:24][CH2:23]1.C([O:45][CH:46]=[C:47]([C:53](OCC)=O)[C:48]([O:50][CH2:51][CH3:52])=[O:49])C.[O-]CC.[Na+].Cl. (10) Given the product [Cl:35][C:33]1[CH:32]=[CH:31][C:28]([C:29]#[N:30])=[C:27]([NH:26][C:7]2[C:6]([C:9]([N:11]3[CH2:12][CH2:13][CH:14]([C:17]4[CH:22]=[CH:21][C:20]([F:23])=[CH:19][CH:18]=4)[CH2:15][CH2:16]3)=[O:10])=[CH:5][N:4]([CH3:24])[C:3](=[O:25])[C:2]=2[Cl:1])[CH:34]=1, predict the reactants needed to synthesize it. The reactants are: [Cl:1][C:2]1[C:3](=[O:25])[N:4]([CH3:24])[CH:5]=[C:6]([C:9]([N:11]2[CH2:16][CH2:15][CH:14]([C:17]3[CH:22]=[CH:21][C:20]([F:23])=[CH:19][CH:18]=3)[CH2:13][CH2:12]2)=[O:10])[C:7]=1Cl.[NH2:26][C:27]1[CH:34]=[C:33]([Cl:35])[CH:32]=[CH:31][C:28]=1[C:29]#[N:30].